Predict which catalyst facilitates the given reaction. From a dataset of Catalyst prediction with 721,799 reactions and 888 catalyst types from USPTO. (1) Reactant: [NH:1]1[CH2:5][CH2:4][CH2:3][CH2:2]1.Cl[CH2:7][C:8]1[NH:12][C:11]2[CH:13]=[CH:14][C:15]([N+:17]([O-:19])=[O:18])=[CH:16][C:10]=2[N:9]=1. Product: [N+:17]([C:15]1[CH:14]=[CH:13][C:11]2[NH:12][C:8]([CH2:7][N:1]3[CH2:5][CH2:4][CH2:3][CH2:2]3)=[N:9][C:10]=2[CH:16]=1)([O-:19])=[O:18]. The catalyst class is: 2. (2) Reactant: [Cl:1][C:2]1[CH:7]=[CH:6][CH:5]=[CH:4][C:3]=1[C:8]1[N:9]([C:19]2[CH:24]=[CH:23][C:22]([Cl:25])=[CH:21][CH:20]=2)[CH:10]=[C:11]([C:13](N(OC)C)=[O:14])[N:12]=1.[F:26][C:27]1[CH:32]=[CH:31][C:30]([Mg]Br)=[CH:29][CH:28]=1.[NH4+].[Cl-]. Product: [Cl:1][C:2]1[CH:7]=[CH:6][CH:5]=[CH:4][C:3]=1[C:8]1[N:9]([C:19]2[CH:20]=[CH:21][C:22]([Cl:25])=[CH:23][CH:24]=2)[CH:10]=[C:11]([C:13]([C:30]2[CH:31]=[CH:32][C:27]([F:26])=[CH:28][CH:29]=2)=[O:14])[N:12]=1. The catalyst class is: 1. (3) Reactant: [F:1][C:2]1[CH:7]=[CH:6][C:5]([CH2:8][CH:9]([CH:16]([C:21]([O:23][CH3:24])=[O:22])[C:17]([O:19][CH3:20])=[O:18])[C:10]2[CH:15]=[CH:14][CH:13]=[CH:12][CH:11]=2)=[C:4]([N+:25]([O-])=O)[CH:3]=1.[Cl-].[NH4+]. Product: [NH2:25][C:4]1[CH:3]=[C:2]([F:1])[CH:7]=[CH:6][C:5]=1[CH2:8][CH:9]([CH:16]([C:21]([O:23][CH3:24])=[O:22])[C:17]([O:19][CH3:20])=[O:18])[C:10]1[CH:15]=[CH:14][CH:13]=[CH:12][CH:11]=1. The catalyst class is: 284. (4) Reactant: [F:1][CH:2]([F:23])[O:3][C:4]1[C:9]2[O:10][C:11]3[C:12](=[O:19])[N:13]([CH2:17][CH3:18])[N:14]=[CH:15][C:16]=3[C:8]=2[C:7]([C:20]([OH:22])=[O:21])=[CH:6][CH:5]=1.C(N(CC)CC)C.[CH:31]1[C:36]([N+:37]([O-:39])=[O:38])=[CH:35][CH:34]=[C:33](O)[CH:32]=1.CCN=C=NCCCN(C)C. Product: [F:23][CH:2]([F:1])[O:3][C:4]1[C:9]2[O:10][C:11]3[C:12](=[O:19])[N:13]([CH2:17][CH3:18])[N:14]=[CH:15][C:16]=3[C:8]=2[C:7]([C:20]([O:22][C:33]2[CH:32]=[CH:31][C:36]([N+:37]([O-:39])=[O:38])=[CH:35][CH:34]=2)=[O:21])=[CH:6][CH:5]=1. The catalyst class is: 7. (5) Reactant: C[Si]([N-][Si](C)(C)C)(C)C.[Li+].[CH3:11][C:12]1[CH:17]=[CH:16][C:15]([CH2:18][C:19]([O:21][CH2:22][CH3:23])=[O:20])=[CH:14][CH:13]=1.[O:24]1[CH2:29][CH2:28][C:27](=[O:30])[CH2:26][CH2:25]1.C(O)(=O)CC(CC(O)=O)(C(O)=O)O. Product: [OH:30][C:27]1([CH:18]([C:15]2[CH:14]=[CH:13][C:12]([CH3:11])=[CH:17][CH:16]=2)[C:19]([O:21][CH2:22][CH3:23])=[O:20])[CH2:28][CH2:29][O:24][CH2:25][CH2:26]1. The catalyst class is: 7. (6) Product: [Br:1][C:2]1[C:6]2[N:7]=[CH:8][N:9]=[C:10]([N:23]3[CH2:22][CH2:21][CH:20]([C:18]4[O:17][N:16]=[C:15]([CH:12]([CH3:14])[CH3:13])[N:19]=4)[CH2:25][CH2:24]3)[C:5]=2[S:4][CH:3]=1. Reactant: [Br:1][C:2]1[C:6]2[N:7]=[CH:8][N:9]=[C:10](Cl)[C:5]=2[S:4][CH:3]=1.[CH:12]([C:15]1[N:19]=[C:18]([CH:20]2[CH2:25][CH2:24][NH:23][CH2:22][CH2:21]2)[O:17][N:16]=1)([CH3:14])[CH3:13].C(N(C(C)C)CC)(C)C.[OH-].[NH4+]. The catalyst class is: 32. (7) Product: [CH3:38][C:36]1([CH2:39][O:21][C:18]2[CH:19]=[CH:20][C:15]([N:12]3[CH2:13][CH2:14][N:9]([C:6]4[CH:5]=[CH:4][C:3]([C:2]([F:1])([F:22])[F:23])=[CH:8][CH:7]=4)[CH2:10][CH2:11]3)=[CH:16][CH:17]=2)[O:37][C:27]2=[N:31][C:30]([N+:32]([O-:34])=[O:33])=[CH:29][N:28]2[CH2:35]1. The catalyst class is: 3. Reactant: [F:1][C:2]([F:23])([F:22])[C:3]1[CH:8]=[CH:7][C:6]([N:9]2[CH2:14][CH2:13][N:12]([C:15]3[CH:20]=[CH:19][C:18]([OH:21])=[CH:17][CH:16]=3)[CH2:11][CH2:10]2)=[CH:5][CH:4]=1.[H-].[Na+].Cl[C:27]1[N:28]([CH2:35][C:36]2([CH3:39])[CH2:38][O:37]2)[CH:29]=[C:30]([N+:32]([O-:34])=[O:33])[N:31]=1. (8) Reactant: [Br:1][C:2]1[CH:3]=[C:4]2[C:10]([I:11])=[N:9][NH:8][C:5]2=[N:6][CH:7]=1.[H-].[Na+].[CH3:14][O:15][CH2:16][CH2:17][O:18][CH2:19]Cl.BrC1C=C2C(I)N(COCCOC)NC2=NC=1. Product: [Br:1][C:2]1[CH:3]=[C:4]2[C:10]([I:11])=[N:9][N:8]([CH2:14][O:15][CH2:16][CH2:17][O:18][CH3:19])[C:5]2=[N:6][CH:7]=1. The catalyst class is: 639. (9) Reactant: Cl[C:2]1[N:7]=[C:6]([NH:8][CH:9]([CH3:12])[C:10]#[CH:11])[N:5]=[C:4]([NH:13][CH2:14][CH2:15][CH3:16])[N:3]=1.Cl.[CH3:18][O:19][NH:20][CH3:21].[OH-].[Na+].C([O-])(O)=O.[Na+]. Product: [CH3:18][O:19][N:20]([CH3:21])[C:2]1[N:7]=[C:6]([NH:8][CH:9]([CH3:12])[C:10]#[CH:11])[N:5]=[C:4]([NH:13][CH2:14][CH2:15][CH3:16])[N:3]=1. The catalyst class is: 12.